From a dataset of Peptide-MHC class I binding affinity with 185,985 pairs from IEDB/IMGT. Regression. Given a peptide amino acid sequence and an MHC pseudo amino acid sequence, predict their binding affinity value. This is MHC class I binding data. The binding affinity (normalized) is 0.344. The peptide sequence is IEIKDTKEAL. The MHC is Mamu-A11 with pseudo-sequence Mamu-A11.